From a dataset of Full USPTO retrosynthesis dataset with 1.9M reactions from patents (1976-2016). Predict the reactants needed to synthesize the given product. (1) Given the product [CH:11]([C:2]1[CH:10]=[CH:9][C:5]2=[N:6][O:7][N:8]=[C:4]2[CH:3]=1)=[CH2:12], predict the reactants needed to synthesize it. The reactants are: Br[C:2]1[CH:10]=[CH:9][C:5]2=[N:6][O:7][N:8]=[C:4]2[CH:3]=1.[CH2:11](O)[CH3:12]. (2) Given the product [CH2:1]([O:3][C:4]([C:6]1[N:11]=[C:10]([CH:21]=[CH:22][C:23]2[CH:28]=[CH:27][CH:26]=[CH:25][CH:24]=2)[C:9]2[N:13]=[C:14]([C:16]([CH3:19])([CH3:18])[CH3:17])[S:15][C:8]=2[C:7]=1[OH:20])=[O:5])[CH3:2], predict the reactants needed to synthesize it. The reactants are: [CH2:1]([O:3][C:4]([C:6]1[N:11]=[C:10](Br)[C:9]2[N:13]=[C:14]([C:16]([CH3:19])([CH3:18])[CH3:17])[S:15][C:8]=2[C:7]=1[OH:20])=[O:5])[CH3:2].[CH:21](B(O)O)=[CH:22][C:23]1[CH:28]=[CH:27][CH:26]=[CH:25][CH:24]=1.C(=O)([O-])[O-].[Cs+].[Cs+]. (3) Given the product [CH2:1]([N:5]1[C:13]2[C:8](=[N:9][C:10]([Cl:15])=[N:11][C:12]=2[Cl:14])[NH:7][C:6]1=[O:19])[C:2]#[C:3][CH3:4], predict the reactants needed to synthesize it. The reactants are: [CH2:1]([N:5]1[C:13]2[C:8](=[N:9][C:10]([Cl:15])=[N:11][C:12]=2[Cl:14])[N:7]=[C:6]1Cl)[C:2]#[C:3][CH3:4].C([O-])(=[O:19])C.[Na+].C(=O)(O)[O-].[Na+].Cl. (4) Given the product [CH3:6][C:7]1([O:14][CH:15]2[CH2:20][CH2:19][CH2:18][CH2:17][O:16]2)[CH2:12][CH2:11][C:10](=[CH2:1])[CH2:9][CH2:8]1, predict the reactants needed to synthesize it. The reactants are: [CH2:1]([Li])CCC.[CH3:6][C:7]1([O:14][CH:15]2[CH2:20][CH2:19][CH2:18][CH2:17][O:16]2)[CH2:12][CH2:11][C:10](=O)[CH2:9][CH2:8]1.CC(C)=O. (5) Given the product [CH3:8][S:9]([O:13][CH:14]([C:42]1[CH:43]=[CH:44][C:45]([C:46]#[N:47])=[CH:48][CH:49]=1)[CH2:15][O:16][CH2:17][C:18]1[N:19]=[CH:20][N:21]([C:23]([C:24]2[CH:25]=[CH:26][CH:27]=[CH:28][CH:29]=2)([C:36]2[CH:37]=[CH:38][CH:39]=[CH:40][CH:41]=2)[C:30]2[CH:35]=[CH:34][CH:33]=[CH:32][CH:31]=2)[CH:22]=1)(=[O:11])=[O:10], predict the reactants needed to synthesize it. The reactants are: C(N(CC)CC)C.[CH3:8][S:9](Cl)(=[O:11])=[O:10].[OH:13][CH:14]([C:42]1[CH:49]=[CH:48][C:45]([C:46]#[N:47])=[CH:44][CH:43]=1)[CH2:15][O:16][CH2:17][C:18]1[N:19]=[CH:20][N:21]([C:23]([C:36]2[CH:41]=[CH:40][CH:39]=[CH:38][CH:37]=2)([C:30]2[CH:35]=[CH:34][CH:33]=[CH:32][CH:31]=2)[C:24]2[CH:29]=[CH:28][CH:27]=[CH:26][CH:25]=2)[CH:22]=1. (6) Given the product [Br:1][C:2]1[CH:3]=[C:4]2[C:8](=[CH:9][C:10]=1[N+:11]([O-:13])=[O:12])[N:7]([C:14]([C:27]1[CH:32]=[CH:31][CH:30]=[CH:29][CH:28]=1)([C:21]1[CH:26]=[CH:25][CH:24]=[CH:23][CH:22]=1)[C:15]1[CH:20]=[CH:19][CH:18]=[CH:17][CH:16]=1)[N:6]=[C:5]2[C:38]1[CH:37]=[N:36][N:35]([CH3:34])[CH:39]=1, predict the reactants needed to synthesize it. The reactants are: [Br:1][C:2]1[CH:3]=[C:4]2[C:8](=[CH:9][C:10]=1[N+:11]([O-:13])=[O:12])[N:7]([C:14]([C:27]1[CH:32]=[CH:31][CH:30]=[CH:29][CH:28]=1)([C:21]1[CH:26]=[CH:25][CH:24]=[CH:23][CH:22]=1)[C:15]1[CH:20]=[CH:19][CH:18]=[CH:17][CH:16]=1)[N:6]=[C:5]2I.[CH3:34][N:35]1[CH:39]=[C:38](B2OC(C)(C)C(C)(C)O2)[CH:37]=[N:36]1.C(=O)([O-])[O-].[Cs+].[Cs+].